From a dataset of Forward reaction prediction with 1.9M reactions from USPTO patents (1976-2016). Predict the product of the given reaction. Given the reactants [Cl:1][C:2]1[CH:7]=[CH:6][C:5]([CH:8]2[N:12]([C:13]3[CH:18]=[CH:17][C:16]([C:19]([OH:21])=[O:20])=[CH:15][CH:14]=3)[N:11]=[C:10]([C:22]3[S:23][CH:24]=[CH:25][C:26]=3[Cl:27])[CH2:9]2)=[CH:4][CH:3]=1.N(C1C=CC(C(O)=O)=CC=1)N, predict the reaction product. The product is: [Cl:1][C:2]1[CH:7]=[CH:6][C:5]([C:8]2[N:12]([C:13]3[CH:14]=[CH:15][C:16]([C:19]([OH:21])=[O:20])=[CH:17][CH:18]=3)[N:11]=[C:10]([C:22]3[S:23][CH:24]=[CH:25][C:26]=3[Cl:27])[CH:9]=2)=[CH:4][CH:3]=1.